This data is from Forward reaction prediction with 1.9M reactions from USPTO patents (1976-2016). The task is: Predict the product of the given reaction. Given the reactants Br[C:2]1[CH2:6][CH:5]([C:7]([NH2:9])=[O:8])[O:4][N:3]=1.[Br:10][C:11]1[CH:23]=[CH:22][C:21]([F:24])=[CH:20][C:12]=1[O:13][CH:14]1[CH2:19][CH2:18][NH:17][CH2:16][CH2:15]1.C(N(CC)C(C)C)(C)C, predict the reaction product. The product is: [Br:10][C:11]1[CH:23]=[CH:22][C:21]([F:24])=[CH:20][C:12]=1[O:13][CH:14]1[CH2:15][CH2:16][N:17]([C:2]2[CH2:6][CH:5]([C:7]([NH2:9])=[O:8])[O:4][N:3]=2)[CH2:18][CH2:19]1.